From a dataset of Peptide-MHC class II binding affinity with 134,281 pairs from IEDB. Regression. Given a peptide amino acid sequence and an MHC pseudo amino acid sequence, predict their binding affinity value. This is MHC class II binding data. The peptide sequence is EERVERIKSEYMTSW. The MHC is HLA-DQA10102-DQB10501 with pseudo-sequence HLA-DQA10102-DQB10501. The binding affinity (normalized) is 0.534.